Dataset: Aqueous solubility values for 9,982 compounds from the AqSolDB database. Task: Regression/Classification. Given a drug SMILES string, predict its absorption, distribution, metabolism, or excretion properties. Task type varies by dataset: regression for continuous measurements (e.g., permeability, clearance, half-life) or binary classification for categorical outcomes (e.g., BBB penetration, CYP inhibition). For this dataset (solubility_aqsoldb), we predict Y. The molecule is O=[N+]([O-])c1ccc(Nc2ccc(O)cc2)c([N+](=O)[O-])c1. The Y is -5.44 log mol/L.